This data is from Retrosynthesis with 50K atom-mapped reactions and 10 reaction types from USPTO. The task is: Predict the reactants needed to synthesize the given product. (1) Given the product CS(=O)(=O)c1sc(Cl)c2c1-c1nc(NS(=O)(=O)c3ccc(-c4ccccc4)cc3)sc1CC2, predict the reactants needed to synthesize it. The reactants are: CS(=O)(=O)c1sc(Cl)c2c1-c1nc(N)sc1CC2.O=S(=O)(Cl)c1ccc(-c2ccccc2)cc1. (2) Given the product CC(=O)Nc1ccc(O)cc1OCC(C)(O)CO, predict the reactants needed to synthesize it. The reactants are: CC(=O)OC(C)=O.CC(O)(CO)COc1cc(O)ccc1N. (3) Given the product O=C(NCC12CC3CC(CC(C3)C1)C2)c1cc(-c2cccc(Cl)n2)ccc1Cl, predict the reactants needed to synthesize it. The reactants are: Clc1cccc(Cl)n1.O=C(NCC12CC3CC(CC(C3)C1)C2)c1cc(B(O)O)ccc1Cl. (4) Given the product Cn1nc(C=O)nc1C1CC1, predict the reactants needed to synthesize it. The reactants are: CCOC(OCC)c1nc(C2CC2)n(C)n1. (5) Given the product CC(C)(C)OC(=O)N[C@H](Cc1cc(Br)c(N)c(Br)c1)C(=O)N1CCN(c2ccncn2)CC1, predict the reactants needed to synthesize it. The reactants are: CC(C)(C)OC(=O)N[C@H](Cc1cc(Br)c(N)c(Br)c1)C(=O)O.c1cc(N2CCNCC2)ncn1. (6) Given the product COc1ccc2c(c1)CC[C@H](c1ccccc1)[C@@H]2c1ccc(OCCN2CCCC2)cc1, predict the reactants needed to synthesize it. The reactants are: COc1ccc2c(c1)CCC(c1ccccc1)=C2c1ccc(OCCN2CCCC2)cc1. (7) Given the product CCOC(=O)c1csc(NC(=O)c2cc(OC)c(OC)c(OC)c2)n1, predict the reactants needed to synthesize it. The reactants are: CCOC(=O)c1csc(N)n1.COc1cc(C(=O)O)cc(OC)c1OC. (8) Given the product O=C(Nc1cccc2c1C(=O)N(Cc1ccc(I)cc1)C2=O)c1ccc(Cl)s1, predict the reactants needed to synthesize it. The reactants are: O=C(Nc1cccc2c1C(=O)NC2=O)c1ccc(Cl)s1.OCc1ccc(I)cc1.